Dataset: Forward reaction prediction with 1.9M reactions from USPTO patents (1976-2016). Task: Predict the product of the given reaction. (1) Given the reactants CC(OC([N:8](C(OC(C)(C)C)=O)[C:9]1[CH:19]=[C:18]([CH2:20]C(Br)Br)[C:17]([Br:24])=[CH:16][C:10]=1[C:11]([O:13][CH2:14][CH3:15])=[O:12])=O)(C)C.CC(OC(N(C(OC(C)(C)C)=O)C1C=C(C=O)C(Br)=CC=1C(OCC)=O)=O)(C)C.CC(OC(NC1C=C(C=O)C(Br)=CC=1C(OCC)=O)=O)(C)C.[CH2:83]([OH:86])[CH2:84][OH:85].C1(C)C=CC(S(O)(=O)=O)=CC=1.C(=O)(O)[O-].[Na+], predict the reaction product. The product is: [NH2:8][C:9]1[CH:19]=[C:18]([CH:20]2[O:86][CH2:83][CH2:84][O:85]2)[C:17]([Br:24])=[CH:16][C:10]=1[C:11]([O:13][CH2:14][CH3:15])=[O:12]. (2) Given the reactants [Cl:1][C:2]1[C:10]2[C:5](=[CH:6][CH:7]=[C:8]([N+:11]([O-:13])=[O:12])[CH:9]=2)[NH:4][N:3]=1.C(=O)([O-])[O-].[K+].[K+].Cl[CH2:21][CH2:22][N:23]1[CH2:27][CH2:26][CH2:25][CH2:24]1, predict the reaction product. The product is: [Cl:1][C:2]1[C:10]2[C:5](=[CH:6][CH:7]=[C:8]([N+:11]([O-:13])=[O:12])[CH:9]=2)[N:4]([CH2:21][CH2:22][N:23]2[CH2:27][CH2:26][CH2:25][CH2:24]2)[N:3]=1. (3) Given the reactants [CH2:1]([C:4]1(O)[CH2:9][C:8]([CH3:11])([CH3:10])[CH2:7][C:6]([CH3:13])([CH3:12])[CH2:5]1)[CH:2]=[CH2:3].[N:15]([Si](C)(C)C)=[N+:16]=[N-:17].B(F)(F)F.O, predict the reaction product. The product is: [CH2:1]([C:4]1([N:15]=[N+:16]=[N-:17])[CH2:9][C:8]([CH3:11])([CH3:10])[CH2:7][C:6]([CH3:13])([CH3:12])[CH2:5]1)[CH:2]=[CH2:3]. (4) Given the reactants [Cl:1][C:2]1[CH:7]=[CH:6][CH:5]=[CH:4][C:3]=1[C:8]1[NH:13][C:12](=O)[C:11]([C:15]#[N:16])=[CH:10][C:9]=1[C:17]1[CH:22]=[CH:21][C:20]([Cl:23])=[CH:19][CH:18]=1.O=P(Cl)(Cl)[Cl:26], predict the reaction product. The product is: [Cl:26][C:12]1[N:13]=[C:8]([C:3]2[CH:4]=[CH:5][CH:6]=[CH:7][C:2]=2[Cl:1])[C:9]([C:17]2[CH:22]=[CH:21][C:20]([Cl:23])=[CH:19][CH:18]=2)=[CH:10][C:11]=1[C:15]#[N:16]. (5) Given the reactants [CH3:1][N:2]([CH3:18])[C:3]1[CH:4]=[C:5]([CH:9]=[C:10]([S:12]([F:17])([F:16])([F:15])([F:14])[F:13])[CH:11]=1)[C:6](O)=[O:7].S(Cl)(Cl)=O.Cl.[CH3:24][NH:25][O:26][CH3:27].CCN(C(C)C)C(C)C, predict the reaction product. The product is: [CH3:1][N:2]([CH3:18])[C:3]1[CH:4]=[C:5]([CH:9]=[C:10]([S:12]([F:14])([F:17])([F:16])([F:13])[F:15])[CH:11]=1)[C:6]([N:25]([O:26][CH3:27])[CH3:24])=[O:7]. (6) Given the reactants [Br:1][C:2]1[CH:3]=[C:4]([CH:7]=[CH:8][CH:9]=1)[CH2:5][NH2:6].C(N(C(C)C)CC)(C)C.Cl[C:20]1[N:25]=[C:24]([NH:26][CH2:27][C@H:28]2[CH2:33][CH2:32][C@H:31]([CH2:34][OH:35])[CH2:30][CH2:29]2)[C:23]([N+:36]([O-:38])=[O:37])=[CH:22][N:21]=1, predict the reaction product. The product is: [Br:1][C:2]1[CH:3]=[C:4]([CH:7]=[CH:8][CH:9]=1)[CH2:5][NH:6][C:20]1[N:25]=[C:24]([NH:26][CH2:27][C@H:28]2[CH2:29][CH2:30][C@H:31]([CH2:34][OH:35])[CH2:32][CH2:33]2)[C:23]([N+:36]([O-:38])=[O:37])=[CH:22][N:21]=1. (7) Given the reactants [CH3:1][O:2][C:3]1[CH:8]=[CH:7][C:6]([C:9]2[O:13][C:12]([C:14]3[CH:15]=[C:16]([NH2:21])[C:17]([NH2:20])=[CH:18][CH:19]=3)=[N:11][N:10]=2)=[CH:5][CH:4]=1.[CH3:22][O:23][C:24](=[O:37])[CH:25]=[CH:26][C:27]1[CH:32]=[C:31]([CH3:33])[C:30]([CH:34]=O)=[C:29]([CH3:36])[CH:28]=1.OOS([O-])=O.[K+].C(OCC)(=O)C, predict the reaction product. The product is: [CH3:22][O:23][C:24](=[O:37])/[CH:25]=[CH:26]/[C:27]1[CH:32]=[C:31]([CH3:33])[C:30]([C:34]2[NH:21][C:16]3[CH:15]=[C:14]([C:12]4[O:13][C:9]([C:6]5[CH:5]=[CH:4][C:3]([O:2][CH3:1])=[CH:8][CH:7]=5)=[N:10][N:11]=4)[CH:19]=[CH:18][C:17]=3[N:20]=2)=[C:29]([CH3:36])[CH:28]=1. (8) Given the reactants Cl[C:2]1[N:7]=[C:6]([C:8]2[CH:13]=[C:12]([C:14]3[CH:19]=[CH:18][C:17]([C:20]([F:23])([F:22])[F:21])=[CH:16][CH:15]=3)[CH:11]=[C:10]([CH3:24])[N:9]=2)[CH:5]=[CH:4][N:3]=1.[CH3:25][S:26]([C:29]1[CH:30]=[C:31](B(O)O)[CH:32]=[CH:33][CH:34]=1)(=[O:28])=[O:27], predict the reaction product. The product is: [CH3:25][S:26]([C:29]1[CH:34]=[C:33]([C:2]2[N:7]=[C:6]([C:8]3[CH:13]=[C:12]([C:14]4[CH:19]=[CH:18][C:17]([C:20]([F:23])([F:22])[F:21])=[CH:16][CH:15]=4)[CH:11]=[C:10]([CH3:24])[N:9]=3)[CH:5]=[CH:4][N:3]=2)[CH:32]=[CH:31][CH:30]=1)(=[O:28])=[O:27]. (9) Given the reactants [O:1]1[CH2:6][CH2:5][C:4](=O)[CH2:3][CH2:2]1.O1CCCC(=O)C1.[CH2:15]([C@H:17]1[CH2:22][O:21][CH2:20][CH2:19][NH:18]1)[CH3:16].N1CCOCC1.[O:29]1[CH2:32][CH:31]([NH:33][C:34]([NH:36][C:37]2[CH:42]=[CH:41][C:40](B3OC(C)(C)C(C)(C)O3)=[CH:39][CH:38]=2)=[O:35])[CH2:30]1.[CH2:52]([NH:54][C:55]([NH:57]C1C=CC(B2OC(C)(C)C(C)(C)O2)=CC=1)=O)C, predict the reaction product. The product is: [CH2:15]([C@@H:17]1[N:18]([C:52]2[C:5]3[CH2:6][O:1][CH2:2][CH2:3][C:4]=3[N:57]=[C:55]([C:40]3[CH:39]=[CH:38][C:37]([NH:36][C:34]([NH:33][CH:31]4[CH2:30][O:29][CH2:32]4)=[O:35])=[CH:42][CH:41]=3)[N:54]=2)[CH2:19][CH2:20][O:21][CH2:22]1)[CH3:16]. (10) Given the reactants [F:1][C:2]([F:39])([F:38])[CH:3]([CH:27](C(OCC)=O)[C:28]([O:30]CC)=[O:29])[NH:4][C:5]1[CH:10]=[CH:9][C:8]([O:11][C:12]2[CH:17]=[C:16]([NH:18][C:19]([N:21]3[CH2:25][CH2:24][CH2:23][CH2:22]3)=[O:20])[N:15]=[CH:14][N:13]=2)=[C:7]([F:26])[CH:6]=1.[OH-].[Na+], predict the reaction product. The product is: [F:39][C:2]([F:1])([F:38])[CH:3]([NH:4][C:5]1[CH:10]=[CH:9][C:8]([O:11][C:12]2[CH:17]=[C:16]([NH:18][C:19]([N:21]3[CH2:25][CH2:24][CH2:23][CH2:22]3)=[O:20])[N:15]=[CH:14][N:13]=2)=[C:7]([F:26])[CH:6]=1)[CH2:27][C:28]([OH:30])=[O:29].